From a dataset of Forward reaction prediction with 1.9M reactions from USPTO patents (1976-2016). Predict the product of the given reaction. (1) The product is: [F:31][C:25]1[C:26]([F:30])=[CH:27][CH:28]=[CH:29][C:24]=1[CH2:23][S:22][C:10]1[N:11]=[C:12]([NH:14][S:15]([N:18]2[CH2:21][CH2:20][CH2:19]2)(=[O:16])=[O:17])[CH:13]=[C:8]([O:7][C@H:5]([CH3:6])[CH2:4][OH:3])[N:9]=1. Given the reactants C([O:3][C:4](=O)[C@H:5]([O:7][C:8]1[CH:13]=[C:12]([NH:14][S:15]([N:18]2[CH2:21][CH2:20][CH2:19]2)(=[O:17])=[O:16])[N:11]=[C:10]([S:22][CH2:23][C:24]2[CH:29]=[CH:28][CH:27]=[C:26]([F:30])[C:25]=2[F:31])[N:9]=1)[CH3:6])C.[BH4-].[Li+], predict the reaction product. (2) Given the reactants [CH2:1]([O:8][CH2:9][C@H:10]([NH:20][C:21]1[C:30]2[C:25](=[CH:26][CH:27]=[CH:28][CH:29]=2)[N:24]=[CH:23][C:22]=1[N+:31]([O-])=O)[CH2:11][O:12][Si:13]([C:16]([CH3:19])([CH3:18])[CH3:17])([CH3:15])[CH3:14])[C:2]1[CH:7]=[CH:6][CH:5]=[CH:4][CH:3]=1, predict the reaction product. The product is: [CH2:1]([O:8][CH2:9][C@H:10]([NH:20][C:21]1[C:30]2[C:25](=[CH:26][CH:27]=[CH:28][CH:29]=2)[N:24]=[CH:23][C:22]=1[NH2:31])[CH2:11][O:12][Si:13]([C:16]([CH3:19])([CH3:18])[CH3:17])([CH3:15])[CH3:14])[C:2]1[CH:7]=[CH:6][CH:5]=[CH:4][CH:3]=1. (3) Given the reactants [Br:1][C:2]1[CH:3]=[CH:4][C:5]([C:9]2[C:17]3[C:12](=[CH:13][N:14]=[C:15]([C:18]4[CH:19]=[N:20][CH:21]=[CH:22][CH:23]=4)[CH:16]=3)[N:11](COCC[Si](C)(C)C)[N:10]=2)=[N:6][C:7]=1F.[NH:32]1[CH2:37][CH2:36][CH2:35][C@@H:34]([NH:38]C(=O)OC(C)(C)C)[CH2:33]1, predict the reaction product. The product is: [Br:1][C:2]1[C:7]([N:32]2[CH2:37][CH2:36][CH2:35][C@@H:34]([NH2:38])[CH2:33]2)=[N:6][C:5]([C:9]2[C:17]3[C:12](=[CH:13][N:14]=[C:15]([C:18]4[CH:19]=[N:20][CH:21]=[CH:22][CH:23]=4)[CH:16]=3)[NH:11][N:10]=2)=[CH:4][CH:3]=1. (4) Given the reactants S(Cl)(Cl)=O.[Br:5][C:6]1[CH:14]=[CH:13][C:9]([C:10]([OH:12])=[O:11])=[CH:8][C:7]=1[C:15]([F:18])([F:17])[F:16].[CH3:19]O, predict the reaction product. The product is: [Br:5][C:6]1[CH:14]=[CH:13][C:9]([C:10]([O:12][CH3:19])=[O:11])=[CH:8][C:7]=1[C:15]([F:16])([F:17])[F:18]. (5) Given the reactants [C:1]([C:3]1[CH:4]=[CH:5][C:6]([NH:13][CH:14]2[CH:18]([C:19]3[CH:24]=[CH:23][C:22]([O:25][C:26]([F:29])([F:28])[F:27])=[CH:21][CH:20]=3)[CH2:17][N:16]([C:30]([O:32][C:33]([CH3:36])([CH3:35])[CH3:34])=[O:31])[CH2:15]2)=[C:7]2[C:12]=1[N:11]=[CH:10][N:9]=[CH:8]2)#[N:2].[OH-:37].[Na+].OO, predict the reaction product. The product is: [C:1]([C:3]1[CH:4]=[CH:5][C:6]([NH:13][CH:14]2[CH:18]([C:19]3[CH:20]=[CH:21][C:22]([O:25][C:26]([F:28])([F:27])[F:29])=[CH:23][CH:24]=3)[CH2:17][N:16]([C:30]([O:32][C:33]([CH3:36])([CH3:35])[CH3:34])=[O:31])[CH2:15]2)=[C:7]2[C:12]=1[N:11]=[CH:10][N:9]=[CH:8]2)(=[O:37])[NH2:2].